This data is from Full USPTO retrosynthesis dataset with 1.9M reactions from patents (1976-2016). The task is: Predict the reactants needed to synthesize the given product. (1) Given the product [NH2:1][C:4]1[CH:9]=[CH:8][C:7]([CH:10]2[C:19]([C:20]3[CH:21]=[CH:22][C:23]4[O:28][CH2:27][C:26](=[O:29])[NH:25][C:24]=4[CH:30]=3)=[CH:18][C:17]3[C:12](=[CH:13][CH:14]=[CH:15][CH:16]=3)[S:11]2)=[CH:6][CH:5]=1, predict the reactants needed to synthesize it. The reactants are: [N+:1]([C:4]1[CH:9]=[CH:8][C:7]([CH:10]2[C:19]([C:20]3[CH:21]=[CH:22][C:23]4[O:28][CH2:27][C:26](=[O:29])[NH:25][C:24]=4[CH:30]=3)=[CH:18][C:17]3[C:12](=[CH:13][CH:14]=[CH:15][CH:16]=3)[S:11]2)=[CH:6][CH:5]=1)([O-])=O.C(O)(=O)C. (2) Given the product [C:13]([C:10]1[NH:11][CH:12]=[C:8]([C:1]([O:18][CH3:17])=[O:2])[CH:9]=1)#[N:14], predict the reactants needed to synthesize it. The reactants are: [CH3:1][O-:2].[Na+].ClC(Cl)(Cl)C([C:8]1[CH:9]=[C:10]([C:13]#[N:14])[NH:11][CH:12]=1)=O.[CH3:17][OH:18]. (3) Given the product [F:27][C:25]([F:26])([F:28])[C:23]1[CH:22]=[C:21]([C:29]2([C:34]([F:37])([F:35])[F:36])[CH2:33][CH2:32][N:31]([C:2]3[CH:7]=[CH:6][C:5]([C:8]([O:10][CH2:11][CH3:12])=[O:9])=[C:4]([C:13]([F:16])([F:15])[F:14])[N:3]=3)[CH2:30]2)[CH:20]=[C:19]([C:18]([F:17])([F:38])[F:39])[CH:24]=1, predict the reactants needed to synthesize it. The reactants are: Cl[C:2]1[CH:7]=[CH:6][C:5]([C:8]([O:10][CH2:11][CH3:12])=[O:9])=[C:4]([C:13]([F:16])([F:15])[F:14])[N:3]=1.[F:17][C:18]([F:39])([F:38])[C:19]1[CH:20]=[C:21]([C:29]2([C:34]([F:37])([F:36])[F:35])[CH2:33][CH2:32][NH:31][CH2:30]2)[CH:22]=[C:23]([C:25]([F:28])([F:27])[F:26])[CH:24]=1.C(=O)([O-])[O-].[K+].[K+]. (4) Given the product [I:14][C:15]1[CH:21]=[CH:20][CH:19]=[CH:18][C:16]=1[NH:17][C:2](=[S:3])[NH:1][C:4]1[CH:5]=[C:6]([S:10]([NH2:13])(=[O:11])=[O:12])[CH:7]=[CH:8][CH:9]=1, predict the reactants needed to synthesize it. The reactants are: [N:1]([C:4]1[CH:5]=[C:6]([S:10]([NH2:13])(=[O:12])=[O:11])[CH:7]=[CH:8][CH:9]=1)=[C:2]=[S:3].[I:14][C:15]1[CH:21]=[CH:20][CH:19]=[CH:18][C:16]=1[NH2:17]. (5) Given the product [N+:15]([C:18]1[CH:19]=[CH:20][C:21]([CH2:22][O:23]/[N:24]=[C:11](/[C:5]2[CH:6]=[CH:7][C:8]([O:9][CH3:10])=[C:3]([O:2][CH3:1])[CH:4]=2)\[CH3:12])=[CH:25][CH:26]=1)([O-:17])=[O:16], predict the reactants needed to synthesize it. The reactants are: [CH3:1][O:2][C:3]1[CH:4]=[C:5]([C:11](=O)[CH3:12])[CH:6]=[CH:7][C:8]=1[O:9][CH3:10].Cl.[N+:15]([C:18]1[CH:26]=[CH:25][C:21]([CH2:22][O:23][NH2:24])=[CH:20][CH:19]=1)([O-:17])=[O:16]. (6) Given the product [CH3:1][N:2]1[C:7](=[S:37])[C:6]2=[C:9]([NH:23][C:24]3[CH:29]=[CH:28][CH:27]=[CH:26][CH:25]=3)[N:10]([CH2:12][C:13]3[CH:18]=[CH:17][C:16]([C:19]([F:22])([F:21])[F:20])=[CH:15][CH:14]=3)[N:11]=[C:5]2[N:4]2[C@H:30]3[CH2:35][CH2:34][CH2:33][C@H:31]3[N:32]=[C:3]12, predict the reactants needed to synthesize it. The reactants are: [CH3:1][N:2]1[C:7](=O)[C:6]2=[C:9]([NH:23][C:24]3[CH:29]=[CH:28][CH:27]=[CH:26][CH:25]=3)[N:10]([CH2:12][C:13]3[CH:18]=[CH:17][C:16]([C:19]([F:22])([F:21])[F:20])=[CH:15][CH:14]=3)[N:11]=[C:5]2[N:4]2[C@H:30]3[CH2:35][CH2:34][CH2:33][C@H:31]3[N:32]=[C:3]12.P12(SP3(SP(SP(S3)(S1)=S)(=S)S2)=S)=[S:37].